Dataset: Catalyst prediction with 721,799 reactions and 888 catalyst types from USPTO. Task: Predict which catalyst facilitates the given reaction. Reactant: Cl[C:2]1[CH:3]=[CH:4][C:5]2[O:14][CH2:13][CH2:12][C:11]3[CH:10]=[C:9]([C:15]4[N:16]([C:20]5[CH:25]=[CH:24][C:23]([F:26])=[CH:22][C:21]=5[F:27])[N:17]=[CH:18][N:19]=4)[S:8][C:7]=3[C:6]=2[N:28]=1.[N:29]1([CH2:35][CH2:36][NH2:37])[CH2:34][CH2:33][O:32][CH2:31][CH2:30]1.C(N1CCN2CCN(CCCC)P1N(CCCC)CC2)CCC.CC(C)([O-])C. Product: [F:27][C:21]1[CH:22]=[C:23]([F:26])[CH:24]=[CH:25][C:20]=1[N:16]1[C:15]([C:9]2[S:8][C:7]3[C:6]4[N:28]=[C:2]([NH:37][CH2:36][CH2:35][N:29]5[CH2:34][CH2:33][O:32][CH2:31][CH2:30]5)[CH:3]=[CH:4][C:5]=4[O:14][CH2:13][CH2:12][C:11]=3[CH:10]=2)=[N:19][CH:18]=[N:17]1. The catalyst class is: 231.